The task is: Predict the reactants needed to synthesize the given product.. This data is from Full USPTO retrosynthesis dataset with 1.9M reactions from patents (1976-2016). (1) Given the product [CH3:1][N:2]([CH3:3])[CH2:4][C:5]([NH:22][C@H:20]([C:16]1[CH:17]=[CH:18][CH:19]=[C:14]([C:10]2[CH:9]=[N:8][CH:13]=[CH:12][CH:11]=2)[CH:15]=1)[CH3:21])=[O:7], predict the reactants needed to synthesize it. The reactants are: [CH3:1][N:2]([CH2:4][C:5]([OH:7])=O)[CH3:3].[N:8]1[CH:13]=[CH:12][CH:11]=[C:10]([C:14]2[CH:15]=[C:16]([C@@H:20]([NH2:22])[CH3:21])[CH:17]=[CH:18][CH:19]=2)[CH:9]=1.CCN=C=NCCCN(C)C.Cl.C1C=CC2N(O)N=NC=2C=1.C(N(C(C)C)CC)(C)C. (2) The reactants are: [C:1](Cl)(=[O:3])[CH3:2].Cl.Cl.[CH3:7][N:8]1[C:17]2[NH:16][C:15]3[CH:18]=[CH:19][CH:20]=[CH:21][C:14]=3[N:13]([C:22]([C:24]3[CH:29]=[CH:28][C:27]([O:30][CH2:31][CH2:32][CH2:33][N:34]4[CH2:39][CH2:38][NH:37][CH2:36][CH2:35]4)=[C:26]([CH3:40])[CH:25]=3)=[O:23])[CH2:12][C:11]=2[CH:10]=[N:9]1. Given the product [CH3:40][C:26]1[CH:25]=[C:24]([C:22]([N:13]2[CH2:12][C:11]3[CH:10]=[N:9][N:8]([CH3:7])[C:17]=3[NH:16][C:15]3[CH:18]=[CH:19][CH:20]=[CH:21][C:14]2=3)=[O:23])[CH:29]=[CH:28][C:27]=1[O:30][CH2:31][CH2:32][CH2:33][N:34]1[CH2:39][CH2:38][N:37]([C:1](=[O:3])[CH3:2])[CH2:36][CH2:35]1, predict the reactants needed to synthesize it. (3) Given the product [C:15]([O:14][C:12]([N:19]1[CH2:24][CH2:23][N:22]([C:8]2[CH:9]=[CH:10][C:5]([S:2]([CH3:1])(=[O:4])=[O:3])=[CH:6][CH:7]=2)[CH2:21][CH2:20]1)=[O:13])([CH3:18])([CH3:16])[CH3:17], predict the reactants needed to synthesize it. The reactants are: [CH3:1][S:2]([C:5]1[CH:10]=[CH:9][C:8](Br)=[CH:7][CH:6]=1)(=[O:4])=[O:3].[C:12]([N:19]1[CH2:24][CH2:23][NH:22][CH2:21][CH2:20]1)([O:14][C:15]([CH3:18])([CH3:17])[CH3:16])=[O:13]. (4) Given the product [S:1]1[C:5]2[CH:6]=[CH:7][CH:8]=[CH:9][C:4]=2[C:3]([N:10]2[CH2:15][CH2:14][N:13]([CH2:16][CH:17]([C:19]3[CH:20]=[C:21]4[C:25](=[CH:26][CH:27]=3)[C:24]([CH3:28])([CH3:29])[CH:23]([OH:30])[C:22]4([CH3:32])[CH3:31])[OH:18])[CH2:12][CH2:11]2)=[N:2]1, predict the reactants needed to synthesize it. The reactants are: [S:1]1[C:5]2[CH:6]=[CH:7][CH:8]=[CH:9][C:4]=2[C:3]([N:10]2[CH2:15][CH2:14][N:13]([CH2:16][C:17]([C:19]3[CH:20]=[C:21]4[C:25](=[CH:26][CH:27]=3)[C:24]([CH3:29])([CH3:28])[C:23](=[O:30])[C:22]4([CH3:32])[CH3:31])=[O:18])[CH2:12][CH2:11]2)=[N:2]1.[BH4-].[Na+]. (5) Given the product [N:18]1([CH:16]([NH:11][C:9](=[O:10])[CH2:8][CH2:7][C:1]2[CH:6]=[CH:5][CH:4]=[CH:3][CH:2]=2)[C:13]([CH3:14])([CH3:15])[CH3:12])[C:22]2[CH:23]=[CH:24][CH:25]=[CH:26][C:21]=2[N:20]=[N:19]1, predict the reactants needed to synthesize it. The reactants are: [C:1]1([CH2:7][CH2:8][C:9]([NH2:11])=[O:10])[CH:6]=[CH:5][CH:4]=[CH:3][CH:2]=1.[CH3:12][C:13]([CH:16]=O)([CH3:15])[CH3:14].[NH:18]1[C:22]2[CH:23]=[CH:24][CH:25]=[CH:26][C:21]=2[N:20]=[N:19]1.C1(C)C=CC(S(O)(=O)=O)=CC=1. (6) The reactants are: C([O:8][C:9](=[O:31])[C@@H:10]([NH:18][C:19](=[O:30])[C@@H:20]([NH:22][C:23]([O:25][C:26]([CH3:29])([CH3:28])[CH3:27])=[O:24])[CH3:21])[CH2:11][C:12]1[CH:17]=[CH:16][CH:15]=[CH:14][CH:13]=1)C1C=CC=CC=1. Given the product [C:26]([O:25][C:23]([NH:22][C@@H:20]([CH3:21])[C:19]([NH:18][C@@H:10]([CH2:11][C:12]1[CH:13]=[CH:14][CH:15]=[CH:16][CH:17]=1)[C:9]([OH:31])=[O:8])=[O:30])=[O:24])([CH3:29])([CH3:27])[CH3:28], predict the reactants needed to synthesize it. (7) Given the product [O:44]1[CH:38]=[CH:39][C:41]([C:6]2[C:14]3[C:13]([NH:15][CH3:16])=[N:12][CH:11]=[N:10][C:9]=3[N:8]([C@@H:17]3[O:23][C@H:22]([CH2:24][OH:25])[C@@H:20]([OH:21])[C@H:18]3[OH:19])[CH:7]=2)=[CH:43]1, predict the reactants needed to synthesize it. The reactants are: O1C=CC=C1[C:6]1[C:14]2[C:13]([NH:15][CH3:16])=[N:12][CH:11]=[N:10][C:9]=2[N:8]([C@@H:17]2[O:23][C@H:22]([CH2:24][OH:25])[C@@H:20]([OH:21])[C@H:18]2[OH:19])[CH:7]=1.IC1C2C(NC)=NC=NC=2N([C@@H:38]2[O:44][C@H:43](CO)[C@@H:41](O)[C@H:39]2O)C=1.O1C=CC(B(O)O)=C1.